From a dataset of Forward reaction prediction with 1.9M reactions from USPTO patents (1976-2016). Predict the product of the given reaction. (1) Given the reactants [OH:1][CH2:2][CH2:3][CH2:4][C@@:5]1([C:26]2[CH:31]=[CH:30][CH:29]=[CH:28][CH:27]=2)[O:10][C:9](=[O:11])[N:8]([C@H:12]([C:14]2[CH:19]=[CH:18][C:17]([C:20]3[CH:25]=[CH:24][N:23]=[CH:22][CH:21]=3)=[CH:16][CH:15]=2)[CH3:13])[CH2:7][CH2:6]1.[NH3:32], predict the reaction product. The product is: [O:11]=[C:9]1[N:8]([C@H:12]([C:14]2[CH:19]=[CH:18][C:17]([C:20]3[CH:25]=[CH:24][N:23]=[CH:22][CH:21]=3)=[CH:16][CH:15]=2)[CH3:13])[CH2:7][CH2:6][C@:5]([CH2:4][CH2:3][C:2]([NH2:32])=[O:1])([C:26]2[CH:31]=[CH:30][CH:29]=[CH:28][CH:27]=2)[O:10]1. (2) Given the reactants [Cl:1][C:2]1[C:3]([NH2:18])=[C:4]2[CH2:17][CH2:16][CH2:15][C:5]2=[N:6][C:7]=1[C:8]1[CH:13]=[CH:12][CH:11]=[C:10]([Cl:14])[CH:9]=1.Br[C:20]1[CH:25]=[CH:24][C:23]([CH2:26][C:27]#[N:28])=[CH:22][CH:21]=1.CC(C1C=C(C(C)C)C(C2C=CC=CC=2P(C2CCCCC2)C2CCCCC2)=C(C(C)C)C=1)C.P([O-])([O-])([O-])=O.[K+].[K+].[K+], predict the reaction product. The product is: [ClH:1].[Cl:1][C:2]1[C:3]([NH:18][C:20]2[CH:25]=[CH:24][C:23]([CH2:26][C:27]#[N:28])=[CH:22][CH:21]=2)=[C:4]2[CH2:17][CH2:16][CH2:15][C:5]2=[N:6][C:7]=1[C:8]1[CH:13]=[CH:12][CH:11]=[C:10]([Cl:14])[CH:9]=1. (3) Given the reactants [C:1]([O:5][C:6]([N:8]1[CH2:13][CH2:12][N:11]([CH2:14][C:15]2[S:23][C:22]3[C:21]([N:24]4[CH2:29][CH2:28][O:27][CH2:26][CH2:25]4)=[N:20][C:19](Cl)=[N:18][C:17]=3[CH:16]=2)[CH2:10][CH2:9]1)=[O:7])([CH3:4])([CH3:3])[CH3:2].[CH3:31][S-:32].[Na+], predict the reaction product. The product is: [C:1]([O:5][C:6]([N:8]1[CH2:13][CH2:12][N:11]([CH2:14][C:15]2[S:23][C:22]3[C:21]([N:24]4[CH2:29][CH2:28][O:27][CH2:26][CH2:25]4)=[N:20][C:19]([S:32][CH3:31])=[N:18][C:17]=3[CH:16]=2)[CH2:10][CH2:9]1)=[O:7])([CH3:4])([CH3:3])[CH3:2]. (4) Given the reactants [C:1]([CH:4]([CH2:26][CH2:27][CH2:28][CH2:29][CH3:30])[C:5]([NH:7][CH:8]([C:10]1[C:11](=[O:25])[NH:12][C:13]([CH2:16][C:17]2[CH:22]=[CH:21][C:20]([O:23][CH3:24])=[CH:19][CH:18]=2)=[N:14][N:15]=1)[CH3:9])=O)(=[O:3])[CH3:2].P(Cl)(Cl)(Cl)=O, predict the reaction product. The product is: [C:1]([CH:4]([C:5]1[N:15]2[C:10]([C:11](=[O:25])[NH:12][C:13]([CH2:16][C:17]3[CH:22]=[CH:21][C:20]([O:23][CH3:24])=[CH:19][CH:18]=3)=[N:14]2)=[C:8]([CH3:9])[N:7]=1)[CH2:26][CH2:27][CH2:28][CH2:29][CH3:30])(=[O:3])[CH3:2]. (5) Given the reactants [C:1]1([C:7]([C:9]2[CH:14]=[CH:13][CH:12]=[CH:11][CH:10]=2)=[CH2:8])[CH:6]=[CH:5][CH:4]=[CH:3][CH:2]=1.[CH2:15]1[CH2:20]CC[CH2:17][CH2:16]1.C([Li:25])(CC)C, predict the reaction product. The product is: [C:1]1([C:7]([Li:25])([C:9]2[CH:10]=[CH:11][CH:12]=[CH:13][CH:14]=2)[CH2:8][CH:15]([CH3:20])[CH2:16][CH3:17])[CH:6]=[CH:5][CH:4]=[CH:3][CH:2]=1. (6) Given the reactants [CH:1]1([C:4]2[N:5]=[CH:6][N:7]([C:9]3[CH:10]=[CH:11][C:12]([F:21])=[C:13]([CH:20]=3)[C:14]([O:16]C(C)C)=[O:15])[CH:8]=2)[CH2:3][CH2:2]1, predict the reaction product. The product is: [CH:1]1([C:4]2[N:5]=[CH:6][N:7]([C:9]3[CH:10]=[CH:11][C:12]([F:21])=[C:13]([CH:20]=3)[C:14]([OH:16])=[O:15])[CH:8]=2)[CH2:2][CH2:3]1. (7) Given the reactants [Cl:1][C:2]1[C:27]([O:28]C)=[CH:26][C:5]2[C:6]([C:9]3[CH:14]=[CH:13][C:12]([O:15][C:16]4[CH:21]=[CH:20][C:19]([Cl:22])=[CH:18][CH:17]=4)=[CH:11][C:10]=3[CH2:23][CH2:24][CH3:25])=[N:7][O:8][C:4]=2[CH:3]=1.B(Br)(Br)Br.CCCCCCC.C(=O)(O)[O-].[Na+], predict the reaction product. The product is: [Cl:1][C:2]1[C:27]([OH:28])=[CH:26][C:5]2[C:6]([C:9]3[CH:14]=[CH:13][C:12]([O:15][C:16]4[CH:17]=[CH:18][C:19]([Cl:22])=[CH:20][CH:21]=4)=[CH:11][C:10]=3[CH2:23][CH2:24][CH3:25])=[N:7][O:8][C:4]=2[CH:3]=1. (8) The product is: [CH2:8]([O:7][C:1](=[O:6])[CH:2]([CH2:16][C:15]1[CH:18]=[CH:19][C:12]([O:11][CH3:10])=[CH:13][CH:14]=1)[C:3](=[O:4])[CH3:5])[CH3:9]. Given the reactants [C:1]([O:7][CH2:8][CH3:9])(=[O:6])[CH2:2][C:3]([CH3:5])=[O:4].[CH3:10][O:11][C:12]1[CH:19]=[CH:18][C:15]([CH:16]=O)=[CH:14][CH:13]=1.N1CCCCC1.C(O)(=O)C, predict the reaction product. (9) Given the reactants [CH2:1]([NH:3][C@H:4]([C:14]([NH:16][C@H:17]([C:22]([N:24]([C@@H:26]([CH:35]([CH3:37])[CH3:36])/[CH:27]=[C:28](\[CH3:34])/[C:29]([O:31]CC)=[O:30])[CH3:25])=[O:23])[C:18]([CH3:21])([CH3:20])[CH3:19])=[O:15])[C:5]([CH3:13])([CH3:12])[C:6]1[CH:11]=[CH:10][CH:9]=[CH:8][CH:7]=1)[CH3:2].[OH-].[Li+], predict the reaction product. The product is: [CH2:1]([NH:3][C@H:4]([C:14]([NH:16][C@H:17]([C:22]([N:24]([C@@H:26]([CH:35]([CH3:36])[CH3:37])/[CH:27]=[C:28](/[C:29]([OH:31])=[O:30])\[CH3:34])[CH3:25])=[O:23])[C:18]([CH3:21])([CH3:20])[CH3:19])=[O:15])[C:5]([CH3:13])([CH3:12])[C:6]1[CH:11]=[CH:10][CH:9]=[CH:8][CH:7]=1)[CH3:2].